From a dataset of Full USPTO retrosynthesis dataset with 1.9M reactions from patents (1976-2016). Predict the reactants needed to synthesize the given product. (1) Given the product [F:1][C:2]1[CH:3]=[CH:4][C:5]2[N:6]([C:8]([C:11]3[N:16]=[C:15]([NH:17][C@H:18]([C:20]4[CH:21]=[CH:22][CH:23]=[CH:24][CH:25]=4)[CH3:19])[CH:14]=[CH:13][N:12]=3)=[CH:9][N:10]=2)[CH:7]=1, predict the reactants needed to synthesize it. The reactants are: [F:1][C:2]1[CH:3]=[CH:4][C:5]2[N:6]([C:8]([C:11]3[N:16]=[C:15]([N:17](CC4C=CC(OC)=CC=4)[C@H:18]([C:20]4[CH:25]=[CH:24][CH:23]=[CH:22][CH:21]=4)[CH3:19])[CH:14]=[CH:13][N:12]=3)=[CH:9][N:10]=2)[CH:7]=1.FC(F)(F)C(O)=O. (2) Given the product [CH:28]1[C:29](=[O:30])[NH:31][C:32](=[O:33])[N:26]([C@@H:24]2[O:25][C@H:21]([CH2:20][O:19][P:16]([O:15][P:12]([OH:13])([OH:14])=[O:11])([OH:18])=[O:17])[C@@H:22]([OH:35])[C@H:23]2[OH:34])[CH:27]=1.[OH:44][CH2:1][C:2]([NH:4][C@@H:5]1[C@@H:6]([OH:39])[C@H:7]([OH:38])[C@@H:8]([CH2:36][OH:37])[O:9][CH:10]1[OH:11])=[O:3], predict the reactants needed to synthesize it. The reactants are: [CH3:1][C:2]([NH:4][C@H:5]1[C@@H:10]([O:11][P:12]([O:15][P:16]([O:19][CH2:20][C@H:21]2[O:25][C@@H:24]([N:26]3[C:32](=[O:33])[NH:31][C:29](=[O:30])[CH:28]=[CH:27]3)[C@H:23]([OH:34])[C@@H:22]2[OH:35])([OH:18])=[O:17])([OH:14])=[O:13])[O:9][C@H:8]([CH2:36][OH:37])[C@@H:7]([OH:38])[C@@H:6]1[OH:39])=[O:3].C1C(=O)NC(=[O:44])N([C@@H]2O[C@H](COP(OP(O)(O)=O)(O)=O)[C@@H](O)[C@H]2O)C=1.C(OCC(N[C@@H]1[C@@H](O)[C@H](O)[C@@H](CO)OC1O)=O)(=O)C.C1C(=O)NC(=O)N([C@@H]2O[C@H](COP(OP(O)(O)=O)(O)=O)[C@@H](O)[C@H]2O)C=1.N(CC(N[C@@H]1[C@@H](O)[C@H](O)[C@@H](CO)OC1O)=O)=[N+]=[N-].C1C(=O)NC(=O)N([C@@H]2O[C@H](COP(OP(O)(O)=O)(O)=O)[C@@H](O)[C@H]2O)C=1.C1(CC(N[C@@H]2[C@@H](O)[C@H](O)[C@@H](CO)OC2O)=O)C=CC=CC=1.C1C(=O)NC(=O)N([C@@H]2O[C@H](COP(OP(O)(O)=O)(O)=O)[C@@H](O)[C@H]2O)C=1.C1(C2C=CC=CC=2)C=CC(CC(N[C@@H]2[C@@H](O)[C@H](O)[C@@H](CO)OC2O)=O)=CC=1.C1C(=O)NC(=O)N([C@@H]2O[C@H](COP(OP(O)(O)=O)(O)=O)[C@@H](O)[C@H]2O)C=1.OC1O[C@H](CO)[C@@H](O)[C@H](O)[C@H]1N(C1C=CC=CC=1)C1C=CC=CC=1.C[O-].[Na+]. (3) Given the product [C:12]([NH:2][CH:3]([C:9](=[O:11])[CH3:10])[C:4]([O:6][CH2:7][CH3:8])=[O:5])(=[O:14])[CH3:13], predict the reactants needed to synthesize it. The reactants are: O[N:2]=[C:3]([C:9](=[O:11])[CH3:10])[C:4]([O:6][CH2:7][CH3:8])=[O:5].[C:12](OC(=O)C)(=[O:14])[CH3:13].[H][H].